Dataset: NCI-60 drug combinations with 297,098 pairs across 59 cell lines. Task: Regression. Given two drug SMILES strings and cell line genomic features, predict the synergy score measuring deviation from expected non-interaction effect. (1) Drug 1: CC1C(C(CC(O1)OC2CC(CC3=C2C(=C4C(=C3O)C(=O)C5=C(C4=O)C(=CC=C5)OC)O)(C(=O)C)O)N)O.Cl. Drug 2: CC(C)(C#N)C1=CC(=CC(=C1)CN2C=NC=N2)C(C)(C)C#N. Cell line: OVCAR-5. Synergy scores: CSS=19.1, Synergy_ZIP=-1.81, Synergy_Bliss=3.33, Synergy_Loewe=-6.48, Synergy_HSA=1.13. (2) Drug 1: CC(C1=C(C=CC(=C1Cl)F)Cl)OC2=C(N=CC(=C2)C3=CN(N=C3)C4CCNCC4)N. Drug 2: CC=C1C(=O)NC(C(=O)OC2CC(=O)NC(C(=O)NC(CSSCCC=C2)C(=O)N1)C(C)C)C(C)C. Cell line: PC-3. Synergy scores: CSS=29.7, Synergy_ZIP=-3.46, Synergy_Bliss=-4.90, Synergy_Loewe=-40.2, Synergy_HSA=-4.45. (3) Drug 1: C1=NC(=NC(=O)N1C2C(C(C(O2)CO)O)O)N. Drug 2: C1=CC=C(C(=C1)C(C2=CC=C(C=C2)Cl)C(Cl)Cl)Cl. Cell line: OVCAR-4. Synergy scores: CSS=3.07, Synergy_ZIP=-1.60, Synergy_Bliss=-1.13, Synergy_Loewe=-1.57, Synergy_HSA=-0.881. (4) Drug 1: CC1C(C(CC(O1)OC2CC(CC3=C2C(=C4C(=C3O)C(=O)C5=C(C4=O)C(=CC=C5)OC)O)(C(=O)C)O)N)O.Cl. Drug 2: COC1=C2C(=CC3=C1OC=C3)C=CC(=O)O2. Cell line: HOP-62. Synergy scores: CSS=20.5, Synergy_ZIP=-6.84, Synergy_Bliss=-3.71, Synergy_Loewe=-25.2, Synergy_HSA=-6.23. (5) Drug 1: CC(C)CN1C=NC2=C1C3=CC=CC=C3N=C2N. Drug 2: N.N.Cl[Pt+2]Cl. Cell line: ACHN. Synergy scores: CSS=54.8, Synergy_ZIP=-0.881, Synergy_Bliss=1.25, Synergy_Loewe=-0.535, Synergy_HSA=-0.621.